This data is from Reaction yield outcomes from USPTO patents with 853,638 reactions. The task is: Predict the reaction yield, written as a fraction of the theoretical maximum amount of product (1.0 means a 100% yield; for example, 0.34 means a 34% yield). The reactants are C1COCC1.[Si]([O:13][C@@H:14]1[CH2:18][CH2:17][N:16]([CH2:19][CH2:20][O:21][C:22]2[CH:27]=[CH:26][C:25]([N:28]3[CH:33]=[CH:32][C:31]([O:34][CH2:35][C:36]4[CH:41]=[CH:40][C:39]([Cl:42])=[CH:38][N:37]=4)=[CH:30][C:29]3=[O:43])=[CH:24][CH:23]=2)[CH2:15]1)(C(C)(C)C)(C)C. The catalyst is C(Cl)(Cl)Cl. The product is [Cl:42][C:39]1[CH:40]=[CH:41][C:36]([CH2:35][O:34][C:31]2[CH:32]=[CH:33][N:28]([C:25]3[CH:24]=[CH:23][C:22]([O:21][CH2:20][CH2:19][N:16]4[CH2:17][CH2:18][C@@H:14]([OH:13])[CH2:15]4)=[CH:27][CH:26]=3)[C:29](=[O:43])[CH:30]=2)=[N:37][CH:38]=1. The yield is 0.500.